This data is from Catalyst prediction with 721,799 reactions and 888 catalyst types from USPTO. The task is: Predict which catalyst facilitates the given reaction. (1) Reactant: C[Si](C)(C)N[Si](C)(C)C.[Na].[CH:11]([C@H:14]1[CH2:18][O:17][C:16](=[O:19])[N:15]1[C:20](=[O:28])[CH2:21][CH2:22][CH2:23][CH2:24][C:25]([CH3:27])=[CH2:26])([CH3:13])[CH3:12].I[CH3:30]. Product: [CH3:30][C@@H:21]([CH2:22][CH2:23][CH2:24][C:25]([CH3:27])=[CH2:26])[C:20]([N:15]1[C@@H:14]([CH:11]([CH3:13])[CH3:12])[CH2:18][O:17][C:16]1=[O:19])=[O:28]. The catalyst class is: 1. (2) Reactant: [NH2:1][C:2]1[CH:3]=[C:4]2[C:9](=[C:10]([C:12]([F:15])([F:14])[F:13])[CH:11]=1)[N:8]=[CH:7][C:6]([C:16]#[N:17])=[C:5]2[NH:18][C:19]1[CH:24]=[CH:23][C:22]([F:25])=[C:21]([Cl:26])[CH:20]=1.[N:27]1[CH:32]=[C:31]([CH:33]=O)[CH:30]=[N:29][CH:28]=1.[BH3-]C#N.[Na+]. Product: [Cl:26][C:21]1[CH:20]=[C:19]([NH:18][C:5]2[C:4]3[C:9](=[C:10]([C:12]([F:13])([F:14])[F:15])[CH:11]=[C:2]([NH:1][CH2:33][C:31]4[CH:32]=[N:27][CH:28]=[N:29][CH:30]=4)[CH:3]=3)[N:8]=[CH:7][C:6]=2[C:16]#[N:17])[CH:24]=[CH:23][C:22]=1[F:25]. The catalyst class is: 14. (3) Reactant: [O:1]1[CH:10]2[C:5]([CH2:6][CH2:7][CH2:8][CH2:9]2)=[CH:4][CH2:3][CH2:2]1.C1C=C(Cl)C=C(C(OO)=[O:19])C=1. Product: [O:19]1[C@@:5]23[CH:10]([CH2:9][CH2:8][CH2:7][CH2:6]2)[O:1][CH2:2][CH2:3][C@H:4]13. The catalyst class is: 2.